This data is from Forward reaction prediction with 1.9M reactions from USPTO patents (1976-2016). The task is: Predict the product of the given reaction. (1) Given the reactants Br[C:2]1[C:3]2[N:4]([N:8]=[C:9]([NH:11][C:12]3[CH:17]=[CH:16][C:15]([O:18][CH3:19])=[CH:14][CH:13]=3)[N:10]=2)[CH:5]=[CH:6][CH:7]=1.[C:20]([O:24][C:25]([N:27]1[CH2:32][CH:31]=[C:30](B2OC(C)(C)C(C)(C)O2)[CH2:29][CH2:28]1)=[O:26])([CH3:23])([CH3:22])[CH3:21], predict the reaction product. The product is: [C:20]([O:24][C:25]([N:27]1[CH2:28][CH:29]=[C:30]([C:2]2[C:3]3[N:4]([N:8]=[C:9]([NH:11][C:12]4[CH:17]=[CH:16][C:15]([O:18][CH3:19])=[CH:14][CH:13]=4)[N:10]=3)[CH:5]=[CH:6][CH:7]=2)[CH2:31][CH2:32]1)=[O:26])([CH3:23])([CH3:21])[CH3:22]. (2) Given the reactants CS([C:5]1[N:10]=[C:9]([C:11]2[N:15]3[CH:16]=[CH:17][CH:18]=[CH:19][C:14]3=[N:13][C:12]=2[C:20]2[CH:25]=[CH:24][CH:23]=[C:22]([CH3:26])[N:21]=2)[CH:8]=[CH:7][N:6]=1)(=O)=O.[CH3:27][NH:28][CH3:29].C1COCC1, predict the reaction product. The product is: [CH3:27][N:28]([CH3:29])[C:5]1[N:10]=[C:9]([C:11]2[N:15]3[CH:16]=[CH:17][CH:18]=[CH:19][C:14]3=[N:13][C:12]=2[C:20]2[CH:25]=[CH:24][CH:23]=[C:22]([CH3:26])[N:21]=2)[CH:8]=[CH:7][N:6]=1. (3) Given the reactants [CH3:1][C:2]1([CH3:9])[O:7][CH2:6][C:5](=O)[CH2:4][O:3]1.FC(F)(F)C(O)=O.[CH3:17][CH:18]([O:20][C:21]1[C:26]([C:27]#[N:28])=[CH:25][C:24]([C:29]2[O:33][N:32]=[C:31]([C:34]3[C:35]([CH3:44])=[C:36]4[C:41](=[CH:42][CH:43]=3)[CH2:40][NH:39][CH2:38][CH2:37]4)[N:30]=2)=[CH:23][N:22]=1)[CH3:19].C(O[BH-](OC(=O)C)OC(=O)C)(=O)C.[Na+].C(=O)([O-])O.[Na+], predict the reaction product. The product is: [CH3:9][C:2]1([CH3:1])[O:3][CH2:4][CH:5]([N:39]2[CH2:38][CH2:37][C:36]3[C:41](=[CH:42][CH:43]=[C:34]([C:31]4[N:30]=[C:29]([C:24]5[CH:25]=[C:26]([C:27]#[N:28])[C:21]([O:20][CH:18]([CH3:19])[CH3:17])=[N:22][CH:23]=5)[O:33][N:32]=4)[C:35]=3[CH3:44])[CH2:40]2)[CH2:6][O:7]1. (4) Given the reactants [OH:1][C:2]1[C:7]([O:8][CH3:9])=[CH:6][C:5]([C:10]2[CH:15]=[CH:14][C:13]([OH:16])=[C:12]([C:17]3([CH3:23])[CH2:22][CH2:21][CH2:20][CH2:19][CH2:18]3)[CH:11]=2)=[CH:4][C:3]=1[CH:24]=O.[S:26]1[CH2:32][C:30](=[O:31])[NH:29][C:27]1=S.[CH3:33][NH:34][CH3:35], predict the reaction product. The product is: [OH:1][C:2]1[C:7]([O:8][CH3:9])=[CH:6][C:5]([C:10]2[CH:15]=[CH:14][C:13]([OH:16])=[C:12]([C:17]3([CH3:23])[CH2:22][CH2:21][CH2:20][CH2:19][CH2:18]3)[CH:11]=2)=[CH:4][C:3]=1[CH:24]=[C:32]1[S:26][C:27]([N:34]([CH3:35])[CH3:33])=[N:29][C:30]1=[O:31]. (5) Given the reactants Cl[CH2:2][C:3]1[CH:8]=[C:7]([N+:9]([O-:11])=[O:10])[CH:6]=[CH:5][C:4]=1[CH3:12].[CH3:13][NH:14][NH2:15], predict the reaction product. The product is: [CH3:13][N:14]([CH2:2][C:3]1[CH:8]=[C:7]([N+:9]([O-:11])=[O:10])[CH:6]=[CH:5][C:4]=1[CH3:12])[NH2:15]. (6) The product is: [OH:15][CH2:14][CH2:13][C:6]1([CH2:4][OH:3])[CH2:11][CH2:10][CH2:9][NH:8][C:7]1=[O:12]. Given the reactants C([O:3][C:4]([C:6]1([CH2:13][C:14](OCC)=[O:15])[CH2:11][CH2:10][CH2:9][NH:8][C:7]1=[O:12])=O)C.[Cl-].[Ca+2].[Cl-].[BH4-].[Na+], predict the reaction product.